From a dataset of Forward reaction prediction with 1.9M reactions from USPTO patents (1976-2016). Predict the product of the given reaction. (1) The product is: [C:22]([O:21][C:19]([NH:26][C:31]1[CH:30]=[CH:29][N:32]=[CH:1][C:48]=1[CH2:49][NH:35][CH:36]1[CH2:37][CH2:38][N:39]([C:42]([O:44][CH2:45][CH3:46])=[O:43])[CH2:40][CH2:41]1)=[O:20])([CH3:23])([CH3:24])[CH3:25]. Given the reactants [C:1](O[BH-](OC(=O)C)OC(=O)C)(=O)C.[Na+].C(O)(=O)C.[C:19]([N:26]1[CH:31]=[CH:30][C:29]([NH2:32])=C(C=O)C1)([O:21][C:22]([CH3:25])([CH3:24])[CH3:23])=[O:20].[NH2:35][CH:36]1[CH2:41][CH2:40][N:39]([C:42]([O:44][CH2:45][CH3:46])=[O:43])[CH2:38][CH2:37]1.Cl[CH:48](Cl)[CH3:49], predict the reaction product. (2) Given the reactants [Cl:1][C:2]1[CH:3]=[C:4]([C:9]2[C:14]([C:15]3[CH:16]=[CH:17][C:18]4[N:19]([C:21]([C:24]([NH2:26])=O)=[CH:22][N:23]=4)[CH:20]=3)=[CH:13][CH:12]=[CH:11][N:10]=2)[CH:5]=[CH:6][C:7]=1[F:8].C[N:28]([CH:30]=O)C.CC([N:35](C)C)=O, predict the reaction product. The product is: [Cl:1][C:2]1[CH:3]=[C:4]([C:9]2[C:14]([C:15]3[CH:16]=[CH:17][C:18]4[N:19]([C:21]([C:24]5[NH:26][N:28]=[CH:30][N:35]=5)=[CH:22][N:23]=4)[CH:20]=3)=[CH:13][CH:12]=[CH:11][N:10]=2)[CH:5]=[CH:6][C:7]=1[F:8]. (3) Given the reactants [CH3:1][O:2][C:3]1[CH:4]=[C:5]2[C:9](=[CH:10][CH:11]=1)[N:8]([CH3:12])[CH:7]=[C:6]2[C:13]1[N:30](COCC[Si](C)(C)C)[C:16]2[N:17]=[CH:18][C:19]3[N:20]([C:21]([C:24]4[CH:29]=[CH:28][CH:27]=[CH:26][CH:25]=4)=[N:22][CH:23]=3)[C:15]=2[CH:14]=1.C(N)CN.CCCC[N+](CCCC)(CCCC)CCCC.[F-], predict the reaction product. The product is: [CH3:1][O:2][C:3]1[CH:4]=[C:5]2[C:9](=[CH:10][CH:11]=1)[N:8]([CH3:12])[CH:7]=[C:6]2[C:13]1[NH:30][C:16]2[N:17]=[CH:18][C:19]3[N:20]([C:21]([C:24]4[CH:25]=[CH:26][CH:27]=[CH:28][CH:29]=4)=[N:22][CH:23]=3)[C:15]=2[CH:14]=1. (4) Given the reactants [CH3:1][C:2]1[CH:7]=[C:6]([C:8]2[CH:13]=[CH:12][C:11]([NH2:14])=[CH:10][CH:9]=2)[CH:5]=[CH:4][N:3]=1.[Br:15][C:16]1[CH:17]=[C:18]([CH:22]([CH2:26][CH:27]([CH3:29])[CH3:28])[C:23](O)=[O:24])[CH:19]=[CH:20][CH:21]=1.C1CN([P+](ON2N=NC3C=CC=CC2=3)(N2CCCC2)N2CCCC2)CC1.F[P-](F)(F)(F)(F)F.C(N(C(C)C)CC)(C)C, predict the reaction product. The product is: [Br:15][C:16]1[CH:17]=[C:18]([CH:22]([CH2:26][CH:27]([CH3:29])[CH3:28])[C:23]([NH:14][C:11]2[CH:12]=[CH:13][C:8]([C:6]3[CH:5]=[CH:4][N:3]=[C:2]([CH3:1])[CH:7]=3)=[CH:9][CH:10]=2)=[O:24])[CH:19]=[CH:20][CH:21]=1. (5) Given the reactants Br[C:2]1[CH:7]=[CH:6][C:5]([CH:8]([N:10]2[CH2:24][CH2:23][C:13]3([O:18][CH2:17][C:16](=[O:19])[N:15]([CH:20]4[CH2:22][CH2:21]4)[CH2:14]3)[CH2:12][CH2:11]2)[CH3:9])=[C:4]([F:25])[CH:3]=1.[N:26]1[C:35]2[C:30](=[CH:31][CH:32]=[C:33](B(O)O)[CH:34]=2)[CH:29]=[CH:28][CH:27]=1.C(=O)([O-])[O-].[K+].[K+], predict the reaction product. The product is: [CH:20]1([N:15]2[CH2:14][C:13]3([CH2:23][CH2:24][N:10]([CH:8]([C:5]4[CH:6]=[CH:7][C:2]([C:33]5[CH:34]=[C:35]6[C:30]([CH:29]=[CH:28][CH:27]=[N:26]6)=[CH:31][CH:32]=5)=[CH:3][C:4]=4[F:25])[CH3:9])[CH2:11][CH2:12]3)[O:18][CH2:17][C:16]2=[O:19])[CH2:22][CH2:21]1. (6) Given the reactants [C:1]([C:3]1[CH:8]=[CH:7][N:6]=[CH:5][CH:4]=1)#[N:2].[C:9]1([CH2:15]C(O)=O)[CH:14]=[CH:13][CH:12]=[CH:11][CH:10]=1.FC(F)(F)C(O)=O.[OH-].[Na+], predict the reaction product. The product is: [CH2:15]([C:5]1[CH:4]=[C:3]([C:1]#[N:2])[CH:8]=[CH:7][N:6]=1)[C:9]1[CH:14]=[CH:13][CH:12]=[CH:11][CH:10]=1. (7) Given the reactants [CH:1]1([CH:7]([NH:24][C:25]2[CH:33]=[CH:32][C:28]([C:29](O)=[O:30])=[CH:27][CH:26]=2)[C:8]2[C:9]([CH2:22][CH3:23])=[N:10][N:11]([C:13]3[CH:18]=[CH:17][CH:16]=[C:15]([O:19][CH2:20][CH3:21])[CH:14]=3)[CH:12]=2)[CH2:6][CH2:5][CH2:4][CH2:3][CH2:2]1.Cl.C(N=C=NCCCN(C)C)C.ON1C2C=CC=CC=2N=N1.[NH2:56][CH2:57][CH:58]([CH3:63])[C:59]([O:61][CH3:62])=[O:60], predict the reaction product. The product is: [CH:1]1([CH:7]([NH:24][C:25]2[CH:33]=[CH:32][C:28]([C:29]([NH:56][CH2:57][CH:58]([CH3:63])[C:59]([O:61][CH3:62])=[O:60])=[O:30])=[CH:27][CH:26]=2)[C:8]2[C:9]([CH2:22][CH3:23])=[N:10][N:11]([C:13]3[CH:18]=[CH:17][CH:16]=[C:15]([O:19][CH2:20][CH3:21])[CH:14]=3)[CH:12]=2)[CH2:2][CH2:3][CH2:4][CH2:5][CH2:6]1. (8) Given the reactants [NH2:1][C:2]1[NH:7][C:6](=[O:8])[N:5]([CH3:9])[C:4](=[O:10])[C:3]=1[N:11]=O.S(S([O-])=O)([O-])=O.[Na+].[Na+], predict the reaction product. The product is: [NH2:11][C:3]1[C:4](=[O:10])[N:5]([CH3:9])[C:6](=[O:8])[NH:7][C:2]=1[NH2:1].